Dataset: Catalyst prediction with 721,799 reactions and 888 catalyst types from USPTO. Task: Predict which catalyst facilitates the given reaction. (1) Reactant: C([O:3][C:4](=[O:22])[C:5]1[CH:10]=[CH:9][CH:8]=[C:7]([O:11][C:12]2[CH:17]=[CH:16][C:15]([F:18])=[CH:14][C:13]=2[N+:19]([O-:21])=[O:20])[CH:6]=1)C.C1COCC1.O.O.[OH-].[Li+].Cl. Product: [F:18][C:15]1[CH:16]=[CH:17][C:12]([O:11][C:7]2[CH:6]=[C:5]([CH:10]=[CH:9][CH:8]=2)[C:4]([OH:22])=[O:3])=[C:13]([N+:19]([O-:21])=[O:20])[CH:14]=1. The catalyst class is: 6. (2) Reactant: [F:1][C:2]1[CH:3]=[C:4]([C:8]2[CH:29]=[CH:28][C:11]([C:12]([NH:14][CH:15]3[CH2:20][CH2:19][NH:18][CH2:17][CH:16]3[C:21]3[CH:26]=[CH:25][C:24]([F:27])=[CH:23][CH:22]=3)=[O:13])=[CH:10][N:9]=2)[CH:5]=[CH:6][CH:7]=1.[C:30](OC(=O)C)(=[O:32])[CH3:31]. Product: [C:30]([N:18]1[CH2:19][CH2:20][CH:15]([NH:14][C:12](=[O:13])[C:11]2[CH:28]=[CH:29][C:8]([C:4]3[CH:5]=[CH:6][CH:7]=[C:2]([F:1])[CH:3]=3)=[N:9][CH:10]=2)[CH:16]([C:21]2[CH:22]=[CH:23][C:24]([F:27])=[CH:25][CH:26]=2)[CH2:17]1)(=[O:32])[CH3:31]. The catalyst class is: 808. (3) Reactant: [CH2:1]1[O:5][CH2:4][O:3][CH:2]1[CH2:6][OH:7].C[Si]([N-][Si](C)(C)C)(C)C.[Li+].[CH:18]1([NH:21][C:22]([C:24]2[S:37][C:27]3=[N:28][C:29](S(C)=O)=[C:30]([Cl:33])[C:31]([CH3:32])=[C:26]3[C:25]=2[NH2:38])=[O:23])[CH2:20][CH2:19]1. Product: [CH:18]1([NH:21][C:22]([C:24]2[S:37][C:27]3=[N:28][C:29]([O:7][CH2:6][CH:2]4[CH2:1][O:5][CH2:4][O:3]4)=[C:30]([Cl:33])[C:31]([CH3:32])=[C:26]3[C:25]=2[NH2:38])=[O:23])[CH2:20][CH2:19]1. The catalyst class is: 1.